Task: Predict the reaction yield, written as a fraction of the theoretical maximum amount of product (1.0 means a 100% yield; for example, 0.34 means a 34% yield).. Dataset: Reaction yield outcomes from USPTO patents with 853,638 reactions (1) The reactants are Cl[C:2]1[C:7]([C:8]([F:11])([F:10])[F:9])=[CH:6][N:5]=[C:4]([NH:12][C:13]2[CH:32]=[CH:31][C:16]([CH2:17][N:18]3[CH2:23][CH2:22][N:21]([C:24]([O:26][C:27]([CH3:30])([CH3:29])[CH3:28])=[O:25])[CH2:20][CH2:19]3)=[CH:15][CH:14]=2)[N:3]=1.[C:33]([C:35]1[CH:36]=[C:37]([CH:41]=[CH:42][CH:43]=1)[C:38]([NH2:40])=[O:39])#[CH:34].C1(P(C2C=CC=CC=2)C2C=CC=CC=2)C=CC=CC=1.C(N(CC)CC)C. The catalyst is [Cu]I.Cl[Pd](Cl)([P](C1C=CC=CC=1)(C1C=CC=CC=1)C1C=CC=CC=1)[P](C1C=CC=CC=1)(C1C=CC=CC=1)C1C=CC=CC=1.CN(C=O)C. The product is [C:27]([O:26][C:24]([N:21]1[CH2:22][CH2:23][N:18]([CH2:17][C:16]2[CH:31]=[CH:32][C:13]([NH:12][C:4]3[N:3]=[C:2]([C:34]#[C:33][C:35]4[CH:43]=[CH:42][CH:41]=[C:37]([C:38](=[O:39])[NH2:40])[CH:36]=4)[C:7]([C:8]([F:11])([F:10])[F:9])=[CH:6][N:5]=3)=[CH:14][CH:15]=2)[CH2:19][CH2:20]1)=[O:25])([CH3:30])([CH3:29])[CH3:28]. The yield is 0.290. (2) The reactants are [CH2:1]([O:3][C:4]([C:6]1([CH2:19][C:20]2[CH:25]=[CH:24][CH:23]=[CH:22][C:21]=2[NH2:26])[CH2:11][CH2:10][N:9](C(OC(C)(C)C)=O)[CH2:8][CH2:7]1)=[O:5])[CH3:2].[ClH:27]. The catalyst is ClCCl.O1CCOCC1. The product is [ClH:27].[CH2:1]([O:3][C:4]([C:6]1([CH2:19][C:20]2[CH:25]=[CH:24][CH:23]=[CH:22][C:21]=2[NH2:26])[CH2:7][CH2:8][NH:9][CH2:10][CH2:11]1)=[O:5])[CH3:2]. The yield is 1.00.